From a dataset of Full USPTO retrosynthesis dataset with 1.9M reactions from patents (1976-2016). Predict the reactants needed to synthesize the given product. (1) Given the product [CH:24]1([N:19]2[CH2:20][CH2:21][C:15]3[S:14][C:13]([C:10]4[CH:11]=[CH:12][C:7]([N:4]5[CH2:5][CH2:6][N:2]([CH3:1])[C:3]5=[O:23])=[N:8][CH:9]=4)=[N:22][C:16]=3[CH2:17][CH2:18]2)[CH2:27][CH2:26][CH2:25]1, predict the reactants needed to synthesize it. The reactants are: [CH3:1][N:2]1[CH2:6][CH2:5][N:4]([C:7]2[CH:12]=[CH:11][C:10]([C:13]3[S:14][C:15]4[CH2:21][CH2:20][NH:19][CH2:18][CH2:17][C:16]=4[N:22]=3)=[CH:9][N:8]=2)[C:3]1=[O:23].[C:24]1(=O)[CH2:27][CH2:26][CH2:25]1. (2) Given the product [CH3:1][O:2][C:3]1[CH:8]=[C:7]([N:9]2[CH2:14][CH2:13][N:12]([CH:15]3[CH2:20][CH2:19][N:18]([CH3:21])[CH2:17][CH2:16]3)[CH2:11][CH2:10]2)[CH:6]=[CH:5][C:4]=1[NH:22][C:26]1[N:31]=[CH:30][C:29]2=[CH:32][CH:33]=[C:34]([C:35]3[CH:40]=[CH:39][CH:38]=[CH:37][C:36]=3[O:41][CH3:42])[N:28]2[N:27]=1, predict the reactants needed to synthesize it. The reactants are: [CH3:1][O:2][C:3]1[CH:8]=[C:7]([N:9]2[CH2:14][CH2:13][N:12]([CH:15]3[CH2:20][CH2:19][N:18]([CH3:21])[CH2:17][CH2:16]3)[CH2:11][CH2:10]2)[CH:6]=[CH:5][C:4]=1[NH2:22].CS([C:26]1[N:31]=[CH:30][C:29]2=[CH:32][CH:33]=[C:34]([C:35]3[CH:40]=[CH:39][CH:38]=[CH:37][C:36]=3[O:41][CH3:42])[N:28]2[N:27]=1)=O.C(N(CC)C(C)C)(C)C. (3) Given the product [CH2:18]=[O:19].[C:8]1([CH2:18][OH:19])[C:17]2[C:12](=[CH:13][CH:14]=[CH:15][CH:16]=2)[CH:11]=[CH:10][CH:9]=1, predict the reactants needed to synthesize it. The reactants are: C=O.S(=O)(=O)(O)O.[C:8]1([CH2:18][OH:19])[C:17]2[C:12](=[CH:13][CH:14]=[CH:15][CH:16]=2)[CH:11]=[CH:10][CH:9]=1.C(C1C=CC=CC=1)C. (4) Given the product [CH2:1]([O:3][C:4](=[O:21])[C:5]([CH3:6])([O:8][C:9]1[CH:14]=[CH:13][C:12]([O:15][CH2:16][C:17](=[O:19])[NH:59][C:56]2[CH:57]=[CH:58][C:53]([C:49]3[CH:50]=[CH:51][CH:52]=[C:47]([C:46]([F:45])([F:60])[F:61])[CH:48]=3)=[CH:54][CH:55]=2)=[CH:11][C:10]=1[CH3:20])[CH3:7])[CH3:2], predict the reactants needed to synthesize it. The reactants are: [CH2:1]([O:3][C:4](=[O:21])[C:5]([O:8][C:9]1[CH:14]=[CH:13][C:12]([O:15][CH2:16][C:17]([OH:19])=O)=[CH:11][C:10]=1[CH3:20])([CH3:7])[CH3:6])[CH3:2].C(OC(=O)C(OC1C=CC(O)=CC=1C)(C)C)C.ClCC(OC)=O.[F:45][C:46]([F:61])([F:60])[C:47]1[CH:48]=[C:49]([C:53]2[CH:58]=[CH:57][C:56]([NH2:59])=[CH:55][CH:54]=2)[CH:50]=[CH:51][CH:52]=1.